From a dataset of Full USPTO retrosynthesis dataset with 1.9M reactions from patents (1976-2016). Predict the reactants needed to synthesize the given product. (1) The reactants are: [Cl-].[Br:2][C:3]1[CH:4]=[C:5]2[N:11]=[C:10]([CH2:12][P+](CCCC)(CCCC)CCCC)[NH:9][C:6]2=[N:7][CH:8]=1.[H-].[Na+].[CH:28]([C:30]1[N:35]=[C:34]([NH:36][C:37](=[O:39])[CH3:38])[CH:33]=[C:32]([CH3:40])[CH:31]=1)=O. Given the product [Br:2][C:3]1[CH:4]=[C:5]2[N:11]=[C:10](/[CH:12]=[CH:28]/[C:30]3[N:35]=[C:34]([NH:36][C:37](=[O:39])[CH3:38])[CH:33]=[C:32]([CH3:40])[CH:31]=3)[NH:9][C:6]2=[N:7][CH:8]=1, predict the reactants needed to synthesize it. (2) Given the product [CH3:17][N:16]([CH3:18])[C:15]([C:13]1[O:14][C:7]2[C:6]([CH2:4][OH:3])=[CH:11][N:10]=[CH:9][C:8]=2[C:12]=1[NH:20][C:21]1[CH:26]=[CH:25][C:24]([I:27])=[CH:23][C:22]=1[F:28])=[O:19], predict the reactants needed to synthesize it. The reactants are: C([O:3][C:4]([C:6]1[C:7]2[O:14][C:13]([C:15](=[O:19])[N:16]([CH3:18])[CH3:17])=[C:12]([NH:20][C:21]3[CH:26]=[CH:25][C:24]([I:27])=[CH:23][C:22]=3[F:28])[C:8]=2[CH:9]=[N:10][CH:11]=1)=O)C.C([BH-](CC)CC)C.[Li+].[Cl-].[NH4+]. (3) Given the product [CH2:1]([O:3][C:4]([C:6]1[S:7][C:8]([CH:11]2[CH2:16][CH2:15][CH2:14][CH:13]([NH:30][C@@H:28]([C:18]3[C:27]4[C:22](=[CH:23][CH:24]=[CH:25][CH:26]=4)[CH:21]=[CH:20][CH:19]=3)[CH3:29])[CH2:12]2)=[CH:9][CH:10]=1)=[O:5])[CH3:2], predict the reactants needed to synthesize it. The reactants are: [CH2:1]([O:3][C:4]([C:6]1[S:7][C:8]([CH:11]2[CH2:16][CH2:15][CH2:14][C:13](=O)[CH2:12]2)=[CH:9][CH:10]=1)=[O:5])[CH3:2].[C:18]1([C@H:28]([NH2:30])[CH3:29])[C:27]2[C:22](=[CH:23][CH:24]=[CH:25][CH:26]=2)[CH:21]=[CH:20][CH:19]=1. (4) Given the product [CH2:1]([O:8][C:9]1[C:10]([NH:18][C:19](=[O:20])[O:21][C:22]([CH3:23])([CH3:24])[CH3:25])=[CH:59][C:60]([C:84](=[O:85])[NH:40][C@@H:39]([C:30]2[CH:31]=[CH:32][C:33]([O:34][C:35]([F:38])([F:37])[F:36])=[C:28]([F:27])[CH:29]=2)[C:41]2[C:46]([F:47])=[CH:45][CH:44]=[CH:43][N:42]=2)=[CH:61][N:62]=1)[C:2]1[CH:3]=[CH:4][CH:5]=[CH:6][CH:7]=1, predict the reactants needed to synthesize it. The reactants are: [CH2:1]([O:8][C:9]1[C:10]([NH:18][C:19]([O:21][C:22]([CH3:25])([CH3:24])[CH3:23])=[O:20])=NC=C(C=1)C(O)=O)[C:2]1[CH:7]=[CH:6][CH:5]=[CH:4][CH:3]=1.Cl.[F:27][C:28]1[CH:29]=[C:30]([C@@H:39]([C:41]2[C:46]([F:47])=[CH:45][CH:44]=[CH:43][N:42]=2)[NH2:40])[CH:31]=[CH:32][C:33]=1[O:34][C:35]([F:38])([F:37])[F:36].CN(C(ON1N=NC2[CH:59]=[CH:60][CH:61]=[N:62]C1=2)=[N+](C)C)C.F[P-](F)(F)(F)(F)F.CCN(C(C)C)C(C)C.CN([CH:84]=[O:85])C. (5) Given the product [Cl:1][C:2]1[CH:9]=[CH:8][C:5]([CH:6]([C:38]2[C:37]3[C:41](=[C:33]([CH2:32][S:31][CH2:29][CH3:30])[CH:34]=[CH:35][CH:36]=3)[NH:40][CH:39]=2)[CH2:16][C:17]([O:19][CH2:12][CH3:20])=[O:18])=[C:4]([CH3:10])[CH:3]=1, predict the reactants needed to synthesize it. The reactants are: [Cl:1][C:2]1[CH:9]=[CH:8][C:5]([CH:6]=O)=[C:4]([CH3:10])[CH:3]=1.C[C:12]1([CH3:20])[O:19][C:17](=[O:18])[CH2:16]C(=O)O1.N1CCCC1C(O)=O.[CH2:29]([S:31][CH2:32][C:33]1[CH:34]=[CH:35][CH:36]=[C:37]2[C:41]=1[NH:40][CH:39]=[CH:38]2)[CH3:30]. (6) Given the product [CH3:48][C:46]([O:49][C@H:50]([CH3:57])[C@@H:51]([C:53]([O:55][CH3:56])=[O:54])[NH:52][C:38]([C:35]1[CH:36]=[CH:37][C:32]([C:29]2[CH:28]=[CH:27][C:26]([F:25])=[CH:31][CH:30]=2)=[CH:33][C:34]=1[N+:41]([O-:43])=[O:42])=[O:40])([CH3:45])[CH3:47], predict the reactants needed to synthesize it. The reactants are: CN(C(ON1N=NC2C=CC=NC1=2)=[N+](C)C)C.F[P-](F)(F)(F)(F)F.[F:25][C:26]1[CH:31]=[CH:30][C:29]([C:32]2[CH:37]=[CH:36][C:35]([C:38]([OH:40])=O)=[C:34]([N+:41]([O-:43])=[O:42])[CH:33]=2)=[CH:28][CH:27]=1.Cl.[CH3:45][C:46]([O:49][C@H:50]([CH3:57])[C@@H:51]([C:53]([O:55][CH3:56])=[O:54])[NH2:52])([CH3:48])[CH3:47].C(N(C(C)C)CC)(C)C. (7) Given the product [CH3:17][S:18]([NH:1][C:2]1[CH:3]=[C:4]([CH:8]=[CH:9][CH:10]=1)[C:5]([OH:7])=[O:6])(=[O:20])=[O:19], predict the reactants needed to synthesize it. The reactants are: [NH2:1][C:2]1[CH:3]=[C:4]([CH:8]=[CH:9][CH:10]=1)[C:5]([OH:7])=[O:6].N1C=CC=CC=1.[CH3:17][S:18](Cl)(=[O:20])=[O:19].